Dataset: CYP2D6 inhibition data for predicting drug metabolism from PubChem BioAssay. Task: Regression/Classification. Given a drug SMILES string, predict its absorption, distribution, metabolism, or excretion properties. Task type varies by dataset: regression for continuous measurements (e.g., permeability, clearance, half-life) or binary classification for categorical outcomes (e.g., BBB penetration, CYP inhibition). Dataset: cyp2d6_veith. The compound is COc1ccc(CNC(=O)C2CSC(=O)C2)cc1. The result is 0 (non-inhibitor).